The task is: Predict the product of the given reaction.. This data is from Forward reaction prediction with 1.9M reactions from USPTO patents (1976-2016). (1) Given the reactants [OH:1][CH2:2][C@@H:3]([NH:6][C:7](=[O:13])[O:8][C:9]([CH3:12])([CH3:11])[CH3:10])[CH2:4][CH3:5].[H-].[Na+].Br[CH2:17][C:18]([O:20][C:21]([CH3:24])([CH3:23])[CH3:22])=[O:19], predict the reaction product. The product is: [C:9]([O:8][C:7]([NH:6][C@@H:3]([CH2:4][CH3:5])[CH2:2][O:1][CH2:17][C:18]([O:20][C:21]([CH3:24])([CH3:23])[CH3:22])=[O:19])=[O:13])([CH3:12])([CH3:11])[CH3:10]. (2) Given the reactants [NH2:1][C:2]1[CH:7]=[CH:6][C:5]([N:8]2[CH2:13][CH2:12][CH:11]([C:14]3[O:18][C:17](=[O:19])[N:16]([CH2:20][CH3:21])[N:15]=3)[CH2:10][CH2:9]2)=[C:4]([F:22])[CH:3]=1.[N+:23]([C:26]1[O:30][C:29]([CH:31]=O)=[CH:28][CH:27]=1)([O-:25])=[O:24], predict the reaction product. The product is: [CH2:20]([N:16]1[N:15]=[C:14]([CH:11]2[CH2:12][CH2:13][N:8]([C:5]3[CH:6]=[CH:7][C:2](/[N:1]=[CH:31]/[C:29]4[O:30][C:26]([N+:23]([O-:25])=[O:24])=[CH:27][CH:28]=4)=[CH:3][C:4]=3[F:22])[CH2:9][CH2:10]2)[O:18][C:17]1=[O:19])[CH3:21]. (3) Given the reactants [S:1]1[CH2:6][CH2:5][N:4]([S:7]([C:10]2[CH:17]=[CH:16][CH:15]=[CH:14][C:11]=2[C:12]#[N:13])(=[O:9])=[O:8])[CH2:3][CH2:2]1.S(C)C.[ClH:21], predict the reaction product. The product is: [ClH:21].[S:1]1[CH2:2][CH2:3][N:4]([S:7]([C:10]2[CH:17]=[CH:16][CH:15]=[CH:14][C:11]=2[CH2:12][NH2:13])(=[O:9])=[O:8])[CH2:5][CH2:6]1. (4) The product is: [CH2:10]([O:12][C:13](=[O:37])[C:14]1[CH:19]=[CH:18][CH:17]=[C:16]([N:20]2[C:24]([CH3:25])=[CH:23][CH:22]=[C:21]2[C:26]2[CH:31]=[C:30]([S:32]([CH3:35])(=[O:33])=[O:34])[CH:29]=[CH:28][C:27]=2[O:36][CH2:6][C:5]2[CH:8]=[CH:9][C:2]([Cl:1])=[CH:3][CH:4]=2)[CH:15]=1)[CH3:11]. Given the reactants [Cl:1][C:2]1[CH:9]=[CH:8][C:5]([CH2:6]Br)=[CH:4][CH:3]=1.[CH2:10]([O:12][C:13](=[O:37])[C:14]1[CH:19]=[CH:18][CH:17]=[C:16]([N:20]2[C:24]([CH3:25])=[CH:23][CH:22]=[C:21]2[C:26]2[CH:31]=[C:30]([S:32]([CH3:35])(=[O:34])=[O:33])[CH:29]=[CH:28][C:27]=2[OH:36])[CH:15]=1)[CH3:11].C([O-])([O-])=O.[K+].[K+], predict the reaction product. (5) Given the reactants C(OC([N:8]1[CH2:12][C@H:11]([F:13])[CH2:10][C@H:9]1[C:14]([OH:16])=O)=O)(C)(C)C.[F:17][C:18]([F:34])([F:33])[C:19]1[N:24]=[CH:23][C:22]([C:25]2[N:30]=[CH:29][N:28]=[C:27]([CH2:31][NH2:32])[CH:26]=2)=[CH:21][CH:20]=1.[Cl:35][C:36]1[S:40][C:39]([S:41](Cl)(=[O:43])=[O:42])=[CH:38][CH:37]=1, predict the reaction product. The product is: [Cl:35][C:36]1[S:40][C:39]([S:41]([N:8]2[CH2:12][C@H:11]([F:13])[CH2:10][C@H:9]2[C:14]([NH:32][CH2:31][C:27]2[CH:26]=[C:25]([C:22]3[CH:23]=[N:24][C:19]([C:18]([F:17])([F:33])[F:34])=[CH:20][CH:21]=3)[N:30]=[CH:29][N:28]=2)=[O:16])(=[O:43])=[O:42])=[CH:38][CH:37]=1. (6) Given the reactants [CH2:1]([N:3]([CH2:11][C:12]1[N:13]=[C:14]2[S:21][C:20]([CH3:22])=[C:19]([CH:23]3[CH2:25][CH:24]3[CH2:26][OH:27])[N:15]2[C:16](=[O:18])[CH:17]=1)[CH:4]1[CH2:9][CH:8]=[C:7]([F:10])[CH:6]=[CH:5]1)[CH3:2].[CH3:28][S:29](Cl)(=[O:31])=[O:30].C(N(CC)CC)C, predict the reaction product. The product is: [CH3:28][S:29]([O:27][CH2:26][CH:24]1[CH2:25][CH:23]1[C:19]1[N:15]2[C:16](=[O:18])[CH:17]=[C:12]([CH2:11][N:3]([CH2:1][CH3:2])[CH:4]3[CH2:9][CH:8]=[C:7]([F:10])[CH:6]=[CH:5]3)[N:13]=[C:14]2[S:21][C:20]=1[CH3:22])(=[O:31])=[O:30].